From a dataset of NCI-60 drug combinations with 297,098 pairs across 59 cell lines. Regression. Given two drug SMILES strings and cell line genomic features, predict the synergy score measuring deviation from expected non-interaction effect. (1) Drug 1: C1=CC=C(C=C1)NC(=O)CCCCCCC(=O)NO. Drug 2: C#CCC(CC1=CN=C2C(=N1)C(=NC(=N2)N)N)C3=CC=C(C=C3)C(=O)NC(CCC(=O)O)C(=O)O. Cell line: NCI-H322M. Synergy scores: CSS=54.5, Synergy_ZIP=3.00, Synergy_Bliss=0.384, Synergy_Loewe=-28.9, Synergy_HSA=0.267. (2) Drug 1: CC12CCC3C(C1CCC2=O)CC(=C)C4=CC(=O)C=CC34C. Drug 2: COC1=C2C(=CC3=C1OC=C3)C=CC(=O)O2. Cell line: UACC62. Synergy scores: CSS=36.6, Synergy_ZIP=0.407, Synergy_Bliss=0.634, Synergy_Loewe=1.09, Synergy_HSA=0.697. (3) Drug 1: CC1OCC2C(O1)C(C(C(O2)OC3C4COC(=O)C4C(C5=CC6=C(C=C35)OCO6)C7=CC(=C(C(=C7)OC)O)OC)O)O. Drug 2: C1=NC2=C(N1)C(=S)N=C(N2)N. Cell line: RPMI-8226. Synergy scores: CSS=74.0, Synergy_ZIP=-1.61, Synergy_Bliss=-1.80, Synergy_Loewe=-1.94, Synergy_HSA=1.96.